From a dataset of Forward reaction prediction with 1.9M reactions from USPTO patents (1976-2016). Predict the product of the given reaction. (1) Given the reactants [CH2:1]([O:5][CH2:6][C:7]([N:9]1[CH2:28][CH2:27][C:12]2[N:13]=[C:14]([NH:17][CH:18]3[CH2:26][C:25]4[C:20](=[CH:21][CH:22]=[CH:23][CH:24]=4)[CH2:19]3)[N:15]=[CH:16][C:11]=2[CH2:10]1)=[O:8])[CH2:2][C:3]#[CH:4].[Na].O=C1O[C@H]([C@H](CO)O)C(O)=C1O.[N:42]([Si](C)(C)C)=[N+:43]=[N-:44], predict the reaction product. The product is: [CH2:26]1[C:25]2[C:20](=[CH:21][CH:22]=[CH:23][CH:24]=2)[CH2:19][CH:18]1[NH:17][C:14]1[N:15]=[CH:16][C:11]2[CH2:10][N:9]([C:7](=[O:8])[CH2:6][O:5][CH2:1][CH2:2][C:3]3[N:42]=[N:43][NH:44][CH:4]=3)[CH2:28][CH2:27][C:12]=2[N:13]=1. (2) Given the reactants [NH2:1][C:2]1[C:3]([C:20]([NH:22][NH:23][C:24]([NH2:26])=S)=[O:21])=[N:4][C:5]([C:8]2[CH:13]=[CH:12][C:11]([S:14]([CH:17]([CH3:19])[CH3:18])(=[O:16])=[O:15])=[CH:10][CH:9]=2)=[CH:6][N:7]=1, predict the reaction product. The product is: [NH2:1][C:2]1[C:3]([C:20]2[O:21][C:24]([NH2:26])=[N:23][N:22]=2)=[N:4][C:5]([C:8]2[CH:13]=[CH:12][C:11]([S:14]([CH:17]([CH3:19])[CH3:18])(=[O:16])=[O:15])=[CH:10][CH:9]=2)=[CH:6][N:7]=1. (3) Given the reactants [F:1][C:2]1[CH:7]=[C:6]([F:8])[CH:5]=[CH:4][C:3]=1B(O)O.Br[C:13]1[CH:14]=[C:15]([CH2:19][C:20]([O:22][CH3:23])=[O:21])[CH:16]=[CH:17][CH:18]=1.C([O-])([O-])=O.[K+].[K+], predict the reaction product. The product is: [F:1][C:2]1[CH:7]=[C:6]([F:8])[CH:5]=[CH:4][C:3]=1[C:17]1[CH:16]=[C:15]([CH2:19][C:20]([O:22][CH3:23])=[O:21])[CH:14]=[CH:13][CH:18]=1. (4) The product is: [Br:1][C:2]1[CH:11]=[CH:10][C:5]([C:6](=[NH:9])[NH:7][O:8][CH:15]=[CH:14][C:13]([O:17][CH2:18][CH3:19])=[O:16])=[C:4]([F:12])[CH:3]=1. Given the reactants [Br:1][C:2]1[CH:11]=[CH:10][C:5]([C:6](=[NH:9])[NH:7][OH:8])=[C:4]([F:12])[CH:3]=1.[C:13]([O:17][CH2:18][CH3:19])(=[O:16])[C:14]#[CH:15], predict the reaction product.